This data is from Forward reaction prediction with 1.9M reactions from USPTO patents (1976-2016). The task is: Predict the product of the given reaction. (1) Given the reactants [Cl:1][C:2]1[CH:3]=[C:4]([NH:17][C:18]2[C:27]3[C:22](=[CH:23][CH:24]=[C:25]([C:28]4[O:29][C:30]([CH:33]=O)=[CH:31][CH:32]=4)[CH:26]=3)[N:21]=[CH:20][N:19]=2)[CH:5]=[CH:6][C:7]=1[O:8][CH2:9][C:10]1[CH:15]=[CH:14][CH:13]=[C:12]([F:16])[CH:11]=1.[C:35]1([CH2:41][CH2:42][NH2:43])[CH2:40][CH2:39][CH2:38][CH2:37][CH:36]=1.C(O[BH-](OC(=O)C)OC(=O)C)(=O)C.[Na+].C(=O)([O-])[O-].[Na+].[Na+], predict the reaction product. The product is: [Cl:1][C:2]1[CH:3]=[C:4]([NH:17][C:18]2[C:27]3[C:22](=[CH:23][CH:24]=[C:25]([C:28]4[O:29][C:30]([CH2:33][NH:43][CH2:42][CH2:41][CH:35]5[CH2:40][CH2:39][CH:38]=[CH:37][CH2:36]5)=[CH:31][CH:32]=4)[CH:26]=3)[N:21]=[CH:20][N:19]=2)[CH:5]=[CH:6][C:7]=1[O:8][CH2:9][C:10]1[CH:15]=[CH:14][CH:13]=[C:12]([F:16])[CH:11]=1. (2) Given the reactants [CH2:1]([OH:4])[CH2:2][OH:3].[C:5](#[N:8])[CH:6]=[CH2:7].Cl, predict the reaction product. The product is: [CH2:1]([O:4][CH2:7][CH2:6][C:5]#[N:8])[CH2:2][O:3][CH2:7][CH2:6][C:5]#[N:8].